From a dataset of Reaction yield outcomes from USPTO patents with 853,638 reactions. Predict the reaction yield, written as a fraction of the theoretical maximum amount of product (1.0 means a 100% yield; for example, 0.34 means a 34% yield). The reactants are [H][H].[C:3]([N:6]1[C:15]2[C:10](=[C:11]([O:29][CH2:30][CH2:31][CH3:32])[C:12]([C:16]3[CH2:21][CH2:20][N:19]([C:22]([O:24][C:25]([CH3:28])([CH3:27])[CH3:26])=[O:23])[CH2:18][CH:17]=3)=[CH:13][CH:14]=2)[CH2:9][CH2:8][C@@H:7]1[CH3:33])(=[O:5])[CH3:4]. The catalyst is CO.[OH-].[OH-].[Pd+2]. The product is [C:3]([N:6]1[C:15]2[C:10](=[C:11]([O:29][CH2:30][CH2:31][CH3:32])[C:12]([CH:16]3[CH2:21][CH2:20][N:19]([C:22]([O:24][C:25]([CH3:27])([CH3:26])[CH3:28])=[O:23])[CH2:18][CH2:17]3)=[CH:13][CH:14]=2)[CH2:9][CH2:8][C@@H:7]1[CH3:33])(=[O:5])[CH3:4]. The yield is 1.00.